Predict the reactants needed to synthesize the given product. From a dataset of Full USPTO retrosynthesis dataset with 1.9M reactions from patents (1976-2016). Given the product [F:1][C:2]1[CH:7]=[C:6]([F:8])[CH:5]=[CH:4][C:3]=1[CH:9]([N:14]1[C:22](=[O:23])[C:21]2[C:16](=[CH:17][CH:18]=[CH:19][CH:20]=2)[C:15]1=[O:24])[CH2:10][NH:27][C:30](=[O:46])[O:60][C:56]([CH3:59])([CH3:58])[CH3:57], predict the reactants needed to synthesize it. The reactants are: [F:1][C:2]1[CH:7]=[C:6]([F:8])[CH:5]=[CH:4][C:3]=1[CH:9]([N:14]1[C:22](=[O:23])[C:21]2[C:16](=[CH:17][CH:18]=[CH:19][CH:20]=2)[C:15]1=[O:24])[CH2:10]C(O)=O.C([N:27]([CH2:30]C)CC)C.C1(C)C=CC=CC=1.C1(P(N=[N+]=[N-])(C2C=CC=CC=2)=[O:46])C=CC=CC=1.[C:56]([OH:60])([CH3:59])([CH3:58])[CH3:57].